From a dataset of Catalyst prediction with 721,799 reactions and 888 catalyst types from USPTO. Predict which catalyst facilitates the given reaction. (1) Reactant: [ClH:1].[NH:2]1[CH2:7][CH2:6][CH:5]([O:8][C:9]2[CH:10]=[C:11]3[C:16](=[CH:17][CH:18]=2)[C:15](=[O:19])[NH:14][CH:13]=[CH:12]3)[CH2:4][CH2:3]1.CC(C)=[O:22]. Product: [OH2:8].[OH2:22].[ClH:1].[NH:2]1[CH2:3][CH2:4][CH:5]([O:8][C:9]2[CH:10]=[C:11]3[C:16](=[CH:17][CH:18]=2)[C:15](=[O:19])[NH:14][CH:13]=[CH:12]3)[CH2:6][CH2:7]1. The catalyst class is: 6. (2) The catalyst class is: 43. Product: [OH:8][N:9]1[C:15](=[O:16])[N:14]2[CH2:17][C@H:10]1[CH2:11][CH2:12][C@H:13]2[C:18]([NH:20][C@@H:21]1[CH2:25][CH2:24][N:23]([C:26]([O:28][C:29]([CH3:32])([CH3:31])[CH3:30])=[O:27])[CH2:22]1)=[O:19]. Reactant: C([O:8][N:9]1[C:15](=[O:16])[N:14]2[CH2:17][C@H:10]1[CH2:11][CH2:12][C@H:13]2[C:18]([NH:20][C@@H:21]1[CH2:25][CH2:24][N:23]([C:26]([O:28][C:29]([CH3:32])([CH3:31])[CH3:30])=[O:27])[CH2:22]1)=[O:19])C1C=CC=CC=1. (3) Reactant: [CH2:1]([O:3][C:4]([C:6]1[C:7](=[O:18])[NH:8][N:9]=[C:10]([C:13]2[S:14][CH:15]=[CH:16][CH:17]=2)[C:11]=1[OH:12])=[O:5])[CH3:2].[H-].[Na+].[F:21][C:22]([F:39])([F:38])[C:23]1([CH2:26]OS(C2C=CC(C)=CC=2)(=O)=O)[CH2:25][CH2:24]1. Product: [CH2:1]([O:3][C:4]([C:6]1[C:7](=[O:18])[N:8]([CH2:26][C:23]2([C:22]([F:39])([F:38])[F:21])[CH2:25][CH2:24]2)[N:9]=[C:10]([C:13]2[S:14][CH:15]=[CH:16][CH:17]=2)[C:11]=1[OH:12])=[O:5])[CH3:2]. The catalyst class is: 31. (4) Reactant: Cl.Cl.[N:3]1[CH:8]=[CH:7][C:6]([C:9]2[N:17]=[CH:16][CH:15]=[CH:14][C:10]=2[C:11]([OH:13])=O)=[N:5][CH:4]=1.Cl.[F:19][C:20]1[CH:33]=[C:32]([F:34])[CH:31]=[CH:30][C:21]=1[CH2:22][C:23]1([OH:29])[CH2:28][CH2:27][NH:26][CH2:25][CH2:24]1.CN(C(ON1N=NC2C=CC=NC1=2)=[N+](C)C)C.F[P-](F)(F)(F)(F)F.C(N(CC)CC)C. Product: [F:19][C:20]1[CH:33]=[C:32]([F:34])[CH:31]=[CH:30][C:21]=1[CH2:22][C:23]1([OH:29])[CH2:28][CH2:27][N:26]([C:11]([C:10]2[C:9]([C:6]3[CH:7]=[CH:8][N:3]=[CH:4][N:5]=3)=[N:17][CH:16]=[CH:15][CH:14]=2)=[O:13])[CH2:25][CH2:24]1. The catalyst class is: 18. (5) Reactant: Br[C:2]1[C:3]([N:11]2[CH2:16][CH2:15][N:14]([C:17](=[O:38])[C@@H:18]([C:31]3[CH:36]=[CH:35][C:34]([Cl:37])=[CH:33][CH:32]=3)[CH2:19][N:20]([CH:28]([CH3:30])[CH3:29])[C:21](=[O:27])[O:22][C:23]([CH3:26])([CH3:25])[CH3:24])[CH2:13][CH2:12]2)=[C:4]2[CH:10]=[CH:9][NH:8][C:5]2=[N:6][CH:7]=1.C([O-])([O-])=O.[Na+].[Na+].[CH3:45][N:46]1[CH:50]=[C:49](B2OC(C)(C)C(C)(C)O2)[CH:48]=[N:47]1. Product: [Cl:37][C:34]1[CH:35]=[CH:36][C:31]([C@H:18]([C:17]([N:14]2[CH2:13][CH2:12][N:11]([C:3]3[C:2]([C:49]4[CH:48]=[N:47][N:46]([CH3:45])[CH:50]=4)=[CH:7][N:6]=[C:5]4[NH:8][CH:9]=[CH:10][C:4]=34)[CH2:16][CH2:15]2)=[O:38])[CH2:19][N:20]([CH:28]([CH3:29])[CH3:30])[C:21](=[O:27])[O:22][C:23]([CH3:25])([CH3:26])[CH3:24])=[CH:32][CH:33]=1. The catalyst class is: 70.